Dataset: Peptide-MHC class II binding affinity with 134,281 pairs from IEDB. Task: Regression. Given a peptide amino acid sequence and an MHC pseudo amino acid sequence, predict their binding affinity value. This is MHC class II binding data. (1) The peptide sequence is APEVKYTVFETALKK. The MHC is HLA-DQA10201-DQB10202 with pseudo-sequence HLA-DQA10201-DQB10202. The binding affinity (normalized) is 0.491. (2) The peptide sequence is NIVVNVFNQLDQPLL. The MHC is HLA-DPA10103-DPB10401 with pseudo-sequence HLA-DPA10103-DPB10401. The binding affinity (normalized) is 0.493. (3) The binding affinity (normalized) is 0.898. The MHC is DRB3_0301 with pseudo-sequence DRB3_0301. The peptide sequence is WFLPSIRAANVMAAS. (4) The peptide sequence is EISTNIRQAGVQYSR. The MHC is HLA-DPA10103-DPB10401 with pseudo-sequence HLA-DPA10103-DPB10401. The binding affinity (normalized) is 0.105. (5) The peptide sequence is DIIEGPVKNVAVPLY. The MHC is DRB1_0401 with pseudo-sequence DRB1_0401. The binding affinity (normalized) is 0.211. (6) The MHC is HLA-DQA10501-DQB10402 with pseudo-sequence HLA-DQA10501-DQB10402. The binding affinity (normalized) is 0. The peptide sequence is GCGLFGKGSIVACAK. (7) The peptide sequence is YDKFLANVRTVLTGK. The MHC is DRB1_0101 with pseudo-sequence DRB1_0101. The binding affinity (normalized) is 0.843.